From a dataset of Full USPTO retrosynthesis dataset with 1.9M reactions from patents (1976-2016). Predict the reactants needed to synthesize the given product. (1) Given the product [NH2:1][C:2]1[N:3]([CH2:18][CH3:19])[C:4]2[N:5]=[C:6]([C:22]#[C:21][CH2:20][NH:23][C:24](=[O:27])[O:25][CH3:26])[CH:7]=[CH:8][C:9]=2[C:10](=[O:16])[C:11]=1[C:12](=[O:13])[NH:14][CH3:15], predict the reactants needed to synthesize it. The reactants are: [NH2:1][C:2]1[N:3]([CH2:18][CH3:19])[C:4]2[C:9]([C:10](=[O:16])[C:11]=1[C:12]([NH:14][CH3:15])=[O:13])=[CH:8][CH:7]=[C:6](Cl)[N:5]=2.[CH2:20]([NH:23][C:24](=[O:27])[O:25][CH3:26])[C:21]#[CH:22]. (2) Given the product [C:1]([C:5]1[CH:10]=[CH:9][C:8]([NH2:11])=[CH:7][C:6]=1[OH:14])([CH3:4])([CH3:2])[CH3:3], predict the reactants needed to synthesize it. The reactants are: [C:1]([C:5]1[CH:10]=[CH:9][C:8]([N+:11]([O-])=O)=[CH:7][C:6]=1[OH:14])([CH3:4])([CH3:3])[CH3:2].C([O-])=O.[NH4+]. (3) Given the product [CH3:24][O:23][C:20]([C:2]1[CH:7]=[N:6][C:5]([N:8]2[CH2:12][CH2:11][CH2:10][CH2:9]2)=[C:4]([C:13]2[CH:18]=[CH:17][CH:16]=[CH:15][C:14]=2[Cl:19])[N:3]=1)=[O:22], predict the reactants needed to synthesize it. The reactants are: Br[C:2]1[N:3]=[C:4]([C:13]2[CH:18]=[CH:17][CH:16]=[CH:15][C:14]=2[Cl:19])[C:5]([N:8]2[CH2:12][CH2:11][CH2:10][CH2:9]2)=[N:6][CH:7]=1.[C:20]([O:23][CH2:24]C)(=[O:22])C.ClCCl.[C]=O. (4) Given the product [N:12]1[C:13]2[CH:20]=[CH:19][CH:18]=[CH:17][C:14]=2[CH2:15][S:16][C:11]=1[N:10]=[C:6]([NH:9][CH3:23])[CH3:7], predict the reactants needed to synthesize it. The reactants are: O=P(Cl)(Cl)Cl.[C:6]([NH2:9])(=O)[CH3:7].[NH2:10][C:11]1[S:16][CH2:15][C:14]2[CH:17]=[CH:18][CH:19]=[CH:20][C:13]=2[N:12]=1.[OH-].[Na+].[C:23]1(C)C=CC=CC=1. (5) The reactants are: C(N)C1C=CC=CC=1.[NH:9]1[CH2:14][CH2:13][CH:12]([CH2:15][O:16][C:17]2[CH:26]=[CH:25][CH:24]=[C:23]3[C:18]=2[C:19]([NH2:28])=[N:20][C:21]([NH2:27])=[N:22]3)[CH2:11][CH2:10]1.[F:29][C:30]1[C:37]([F:38])=[CH:36][CH:35]=[CH:34][C:31]=1[CH2:32]Br. Given the product [F:29][C:30]1[C:37]([F:38])=[CH:36][CH:35]=[CH:34][C:31]=1[CH2:32][N:9]1[CH2:14][CH2:13][CH:12]([CH2:15][O:16][C:17]2[CH:26]=[CH:25][CH:24]=[C:23]3[C:18]=2[C:19]([NH2:28])=[N:20][C:21]([NH2:27])=[N:22]3)[CH2:11][CH2:10]1, predict the reactants needed to synthesize it. (6) Given the product [CH2:40]([C:32]1[N:31]([C:20]2[N:19]=[C:18]3[C:23]([N:24]=[C:16]([C:11]4([O:14][CH3:15])[CH2:12][CH2:13][NH:8][CH2:9][CH2:10]4)[N:17]3[CH3:42])=[C:22]([N:25]3[CH2:26][CH2:27][O:28][CH2:29][CH2:30]3)[N:21]=2)[C:35]2[CH:36]=[CH:37][CH:38]=[CH:39][C:34]=2[N:33]=1)[CH3:41], predict the reactants needed to synthesize it. The reactants are: C(OC([N:8]1[CH2:13][CH2:12][C:11]([C:16]2[N:17]([CH3:42])[C:18]3[C:23]([N:24]=2)=[C:22]([N:25]2[CH2:30][CH2:29][O:28][CH2:27][CH2:26]2)[N:21]=[C:20]([N:31]2[C:35]4[CH:36]=[CH:37][CH:38]=[CH:39][C:34]=4[N:33]=[C:32]2[CH2:40][CH3:41])[N:19]=3)([O:14][CH3:15])[CH2:10][CH2:9]1)=O)(C)(C)C.C(O)(C(F)(F)F)=O. (7) The reactants are: [NH2:1][C:2]1[CH:10]=[C:9]([F:11])[CH:8]=[CH:7][C:3]=1[C:4](O)=[O:5].C1COCC1.B.C1COCC1. Given the product [NH2:1][C:2]1[CH:10]=[C:9]([F:11])[CH:8]=[CH:7][C:3]=1[CH2:4][OH:5], predict the reactants needed to synthesize it.